From a dataset of Full USPTO retrosynthesis dataset with 1.9M reactions from patents (1976-2016). Predict the reactants needed to synthesize the given product. (1) The reactants are: Cl.[CH2:2]([O:4][C:5](=[O:19])[C@@H:6]([NH2:18])[CH2:7][C:8]1[CH:13]=[CH:12][C:11]([OH:14])=[C:10]([N+:15]([O-:17])=[O:16])[CH:9]=1)[CH3:3].C(N(C(C)C)CC)(C)C.[C:29]([O:33][C:34](O[C:34]([O:33][C:29]([CH3:32])([CH3:31])[CH3:30])=[O:35])=[O:35])([CH3:32])([CH3:31])[CH3:30].O. Given the product [CH2:2]([O:4][C:5](=[O:19])[C@@H:6]([NH:18][C:34]([O:33][C:29]([CH3:32])([CH3:31])[CH3:30])=[O:35])[CH2:7][C:8]1[CH:13]=[CH:12][C:11]([OH:14])=[C:10]([N+:15]([O-:17])=[O:16])[CH:9]=1)[CH3:3], predict the reactants needed to synthesize it. (2) Given the product [N+:54]([C:57]1[CH:62]=[CH:61][C:60]([CH2:63][CH2:64][O:21][C:20]([CH:14]2[CH2:13][C:12]3[C:16](=[CH:17][CH:18]=[C:19]4[N:8]([C:6]([O:5][C:1]([CH3:4])([CH3:2])[CH3:3])=[O:7])[CH:9]=[CH:10][C:11]4=3)[NH:15]2)=[O:22])=[CH:59][CH:58]=1)([O-:56])=[O:55], predict the reactants needed to synthesize it. The reactants are: [C:1]([O:5][C:6]([N:8]1[C:19]2[C:11](=[C:12]3[C:16](=[CH:17][CH:18]=2)[NH:15][CH:14]([C:20]([OH:22])=[O:21])[CH2:13]3)[CH:10]=[CH:9]1)=[O:7])([CH3:4])([CH3:3])[CH3:2].N(C(OCC)=O)=NC(OCC)=O.C1(P(C2C=CC=CC=2)C2C=CC=CC=2)C=CC=CC=1.[N+:54]([C:57]1[CH:62]=[CH:61][C:60]([CH2:63][CH2:64]O)=[CH:59][CH:58]=1)([O-:56])=[O:55]. (3) Given the product [F:22][C:23]1[CH:24]=[CH:25][C:26]([N:32]2[N:36]=[CH:35][CH:34]=[N:33]2)=[C:27]([C:28]([N:7]2[CH2:6][CH:5]3[CH2:1][N:2]([C:9]4[N:14]=[C:13]([C:15]([F:18])([F:17])[F:16])[N:12]=[C:11]([N:19]([CH3:21])[CH3:20])[CH:10]=4)[CH2:3][CH:4]3[CH2:8]2)=[O:29])[CH:31]=1, predict the reactants needed to synthesize it. The reactants are: [CH2:1]1[CH:5]2[CH2:6][NH:7][CH2:8][CH:4]2[CH2:3][N:2]1[C:9]1[N:14]=[C:13]([C:15]([F:18])([F:17])[F:16])[N:12]=[C:11]([N:19]([CH3:21])[CH3:20])[CH:10]=1.[F:22][C:23]1[CH:24]=[CH:25][C:26]([N:32]2[N:36]=[CH:35][CH:34]=[N:33]2)=[C:27]([CH:31]=1)[C:28](O)=[O:29].CN(C(ON1N=NC2C=CC=NC1=2)=[N+](C)C)C.F[P-](F)(F)(F)(F)F.CCN(C(C)C)C(C)C. (4) Given the product [CH3:32][C:28]1([CH3:33])[CH2:27][CH2:26][C:25]([CH3:34])([CH3:35])[C:24]2[CH:23]=[C:22]([C:18]3[N:17]=[C:16]([N:13]4[CH2:12][CH2:11][N:10]([CH2:9][CH:7]5[CH2:8][CH:6]5[CH2:4][OH:3])[CH2:15][CH2:14]4)[CH:21]=[CH:20][CH:19]=3)[CH:31]=[CH:30][C:29]1=2, predict the reactants needed to synthesize it. The reactants are: C([O:3][C:4]([CH:6]1[CH2:8][CH:7]1[CH2:9][N:10]1[CH2:15][CH2:14][N:13]([C:16]2[CH:21]=[CH:20][CH:19]=[C:18]([C:22]3[CH:31]=[CH:30][C:29]4[C:28]([CH3:33])([CH3:32])[CH2:27][CH2:26][C:25]([CH3:35])([CH3:34])[C:24]=4[CH:23]=3)[N:17]=2)[CH2:12][CH2:11]1)=O)C.[H-].C([Al+]CC(C)C)C(C)C.O.C(OCC)(=O)C. (5) Given the product [ClH:53].[ClH:68].[CH2:1]1[O:9][C:8]2[CH:7]=[CH:6][C:5]([N:10]([CH:11]3[CH2:16][CH2:15][N:14]([CH2:17][C:18]4[CH:23]=[CH:22][N:21]=[C:20]([C:24]5[CH:25]=[C:26]([O:34][CH3:35])[C:27]([O:32][CH3:33])=[C:28]([O:30][CH3:31])[CH:29]=5)[CH:19]=4)[CH2:13][CH2:12]3)[CH2:52][C:51]3[CH:54]=[CH:55][C:48]([C:40]4[CH:41]=[C:42]([O:46][CH3:47])[C:43]([O:44][CH3:45])=[C:38]([O:37][CH3:36])[CH:39]=4)=[CH:49][CH:50]=3)=[CH:4][C:3]=2[O:2]1, predict the reactants needed to synthesize it. The reactants are: [CH2:1]1[O:9][C:8]2[CH:7]=[CH:6][C:5]([NH:10][CH:11]3[CH2:16][CH2:15][N:14]([CH2:17][C:18]4[CH:23]=[CH:22][N:21]=[C:20]([C:24]5[CH:29]=[C:28]([O:30][CH3:31])[C:27]([O:32][CH3:33])=[C:26]([O:34][CH3:35])[CH:25]=5)[CH:19]=4)[CH2:13][CH2:12]3)=[CH:4][C:3]=2[O:2]1.[CH3:36][O:37][C:38]1[CH:39]=[C:40]([C:48]2[CH:55]=[CH:54][C:51]([CH2:52][Cl:53])=[CH:50][CH:49]=2)[CH:41]=[C:42]([O:46][CH3:47])[C:43]=1[O:44][CH3:45].C1(N)C(F)=C(F)C(F)=C(N)C=1F.[ClH:68].Cl. (6) Given the product [CH3:28][C:25]1[S:26][CH:27]=[C:23]([NH:22][C:9]2[N:10]=[CH:11][C:2]([C:17]3[CH:18]=[N:13][CH:14]=[N:15][CH:16]=3)=[C:3]3[C:8]=2[N:7]=[CH:6][CH:5]=[CH:4]3)[N:24]=1, predict the reactants needed to synthesize it. The reactants are: Br[C:2]1[CH:11]=[N:10][C:9](Cl)=[C:8]2[C:3]=1[CH:4]=[CH:5][CH:6]=[N:7]2.[N:13]1[CH:18]=[C:17](B(O)O)[CH:16]=[N:15][CH:14]=1.[NH2:22][C:23]1[N:24]=[C:25]([CH3:28])[S:26][CH:27]=1. (7) Given the product [CH3:1][O:2][C:3]1[CH:4]=[CH:5][C:6]([CH2:7][NH:8][C:9]2[N:14]=[C:13]([O:15][C:67]3[CH:72]=[CH:71][C:70]([NH:73][C:74]([NH:76][C:77](=[O:86])[CH2:78][C:79]4[CH:84]=[CH:83][C:82]([F:85])=[CH:81][CH:80]=4)=[O:75])=[CH:69][C:68]=3[F:87])[CH:12]=[CH:11][N:10]=2)=[CH:37][CH:38]=1, predict the reactants needed to synthesize it. The reactants are: [CH3:1][O:2][C:3]1[CH:38]=[CH:37][C:6]([CH2:7][NH:8][C:9]2[N:14]=[C:13]([O:15]C3C=CC(NC(=O)CC(NC4C=CC(F)=CC=4)=O)=CC=3F)[CH:12]=[CH:11][N:10]=2)=[CH:5][CH:4]=1.FC1C=CC(CC(N=C=O)=O)=CC=1.COC1C=CC(CNC2N=CN=C(O[C:67]3[CH:72]=[CH:71][C:70]([NH:73][C:74]([NH:76][C:77](=[O:86])[CH2:78][C:79]4[CH:84]=[CH:83][C:82]([F:85])=[CH:81][CH:80]=4)=[O:75])=[CH:69][C:68]=3[F:87])C=2)=CC=1. (8) Given the product [Cl:1][C:2]1[CH:7]=[CH:6][CH:5]=[C:4]([F:8])[C:3]=1[NH:9][C:10]1[NH:11][C:12]2[C:18]3[CH2:19][C:20]([CH3:23])([CH3:22])[O:21][C:17]=3[C:16]([C:24]([NH:38][C:37]3[CH:39]=[CH:40][C:34]([CH:31]4[CH2:33][CH2:32]4)=[CH:35][CH:36]=3)=[O:25])=[CH:15][C:13]=2[N:14]=1, predict the reactants needed to synthesize it. The reactants are: [Cl:1][C:2]1[CH:7]=[CH:6][CH:5]=[C:4]([F:8])[C:3]=1[NH:9][C:10]1[NH:11][C:12]2[C:18]3[CH2:19][C:20]([CH3:23])([CH3:22])[O:21][C:17]=3[C:16]([C:24](O)=[O:25])=[CH:15][C:13]=2[N:14]=1.S(Cl)(Cl)=O.[CH:31]1([C:34]2[CH:40]=[CH:39][C:37]([NH2:38])=[CH:36][CH:35]=2)[CH2:33][CH2:32]1.CCN(C(C)C)C(C)C.